Task: Predict the reaction yield, written as a fraction of the theoretical maximum amount of product (1.0 means a 100% yield; for example, 0.34 means a 34% yield).. Dataset: Reaction yield outcomes from USPTO patents with 853,638 reactions (1) The reactants are [F:1][C:2]1[CH:3]=[C:4]([C:9]([OH:12])([CH3:11])[CH3:10])[CH:5]=[C:6]([F:8])[CH:7]=1.[H-].[Na+].[CH2:15](I)[CH3:16]. The catalyst is CN(C=O)C. The product is [CH2:15]([O:12][C:9]([C:4]1[CH:3]=[C:2]([F:1])[CH:7]=[C:6]([F:8])[CH:5]=1)([CH3:10])[CH3:11])[CH3:16]. The yield is 0.470. (2) No catalyst specified. The reactants are [NH2:1][C:2]1[C:3]([C:23]#[N:24])=[C:4]([CH:20]=[CH:21][CH:22]=1)[O:5][CH2:6][CH2:7][CH2:8][CH2:9][CH2:10][CH2:11][NH:12][C:13](=[O:19])[O:14][C:15]([CH3:18])([CH3:17])[CH3:16].[S:25](Cl)(=[O:28])(=[O:27])[NH2:26]. The product is [NH2:24][C:23]1[C:3]2[C:4]([O:5][CH2:6][CH2:7][CH2:8][CH2:9][CH2:10][CH2:11][NH:12][C:13](=[O:19])[O:14][C:15]([CH3:18])([CH3:17])[CH3:16])=[CH:20][CH:21]=[CH:22][C:2]=2[NH:1][S:25](=[O:28])(=[O:27])[N:26]=1. The yield is 0.595. (3) The reactants are [PH:1](=O)([O-:9])[O:2][C:3]1C=CC=CC=1.C(O[C:14](=[O:19])[CH:15](O)[CH2:16][CH3:17])C.[CH:29]1(N=C=N[CH:29]2[CH2:34][CH2:33][CH2:32][CH2:31][CH2:30]2)[CH2:34][CH2:33][CH2:32][CH2:31][CH2:30]1.N1C=C[CH:38]=[CH:37][CH:36]=1. The catalyst is C(OCC)(=O)C. The product is [CH2:3]([O:2][PH:1](=[O:9])[O:19][CH2:14][C:15]1[CH:16]=[CH:17][CH:38]=[CH:37][CH:36]=1)[C:29]1[CH:30]=[CH:31][CH:32]=[CH:33][CH:34]=1. The yield is 0.520. (4) The reactants are [N+:1]([C:4]1[CH:9]=[CH:8][C:7]([C:10]2[CH:15]=[CH:14][C:13]([C:16]34[CH2:23][CH2:22][C:19]([CH2:24][C:25]([O:27][CH3:28])=[O:26])([CH2:20][CH2:21]3)[O:18][CH2:17]4)=[CH:12][CH:11]=2)=[CH:6][CH:5]=1)([O-])=O.CCOC(C)=O.[H][H]. The catalyst is [OH-].[OH-].[Pd+2].CO. The product is [NH2:1][C:4]1[CH:5]=[CH:6][C:7]([C:10]2[CH:11]=[CH:12][C:13]([C:16]34[CH2:21][CH2:20][C:19]([CH2:24][C:25]([O:27][CH3:28])=[O:26])([CH2:22][CH2:23]3)[O:18][CH2:17]4)=[CH:14][CH:15]=2)=[CH:8][CH:9]=1. The yield is 0.900. (5) The reactants are [C:1]1([P:7](=[O:20])([C:14]2[CH:19]=[CH:18][CH:17]=[CH:16][CH:15]=2)[C:8]2[CH:13]=[CH:12][CH:11]=[CH:10][CH:9]=2)[CH:6]=[CH:5][CH:4]=[CH:3][CH:2]=1.[Al].C(Cl)(=O)C(Cl)=O.Cl. The catalyst is C(#N)C. The product is [C:14]1([P:7]([C:1]2[CH:2]=[CH:3][CH:4]=[CH:5][CH:6]=2)[C:8]2[CH:13]=[CH:12][CH:11]=[CH:10][CH:9]=2)[CH:15]=[CH:16][CH:17]=[CH:18][CH:19]=1.[C:1]1([P:7](=[O:20])([C:8]2[CH:13]=[CH:12][CH:11]=[CH:10][CH:9]=2)[C:14]2[CH:19]=[CH:18][CH:17]=[CH:16][CH:15]=2)[CH:2]=[CH:3][CH:4]=[CH:5][CH:6]=1. The yield is 0.920. (6) The reactants are [CH3:1][O:2][C:3]1[CH:4]=[C:5]([NH2:14])[C:6](=[C:10]([O:12][CH3:13])[CH:11]=1)[C:7]([OH:9])=[O:8].Cl[C:16](Cl)([O:18]C(=O)OC(Cl)(Cl)Cl)Cl.O. The catalyst is O1CCCC1. The product is [CH3:13][O:12][C:10]1[C:6]2[C:7](=[O:9])[O:8][C:16](=[O:18])[NH:14][C:5]=2[CH:4]=[C:3]([O:2][CH3:1])[CH:11]=1. The yield is 0.920. (7) The reactants are C(OC(=O)[NH:7][CH:8]([C:12](=[O:25])[NH:13][CH2:14][CH2:15][C:16]1[CH:24]=[CH:23][C:19]2[O:20][CH2:21][O:22][C:18]=2[CH:17]=1)[CH:9]([CH3:11])[CH3:10])(C)(C)C.C(Cl)Cl. The catalyst is C(O)(C(F)(F)F)=O. The product is [NH2:7][C@H:8]([CH:9]([CH3:11])[CH3:10])[C:12]([NH:13][CH2:14][CH2:15][C:16]1[CH:24]=[CH:23][C:19]2[O:20][CH2:21][O:22][C:18]=2[CH:17]=1)=[O:25]. The yield is 0.835. (8) The reactants are [NH2:1][C:2]1[C:3]2[C:10]([C:11]3[CH:16]=[CH:15][C:14]([NH2:17])=[C:13]([O:18][CH3:19])[CH:12]=3)=[CH:9][N:8]([CH:20]3[CH2:25][CH2:24]C(=O)[CH2:22][CH2:21]3)[C:4]=2[N:5]=[CH:6][N:7]=1.[C:27](O)(=O)C.[CH3:31][N:32]1[CH2:37][CH2:36][NH:35][CH2:34][CH2:33]1.C(O[BH-](OC(=O)C)OC(=O)C)(=O)C.[Na+].C(=O)(O)[O-].[Na+]. The catalyst is ClC(Cl)C. The product is [NH2:17][C:14]1[CH:15]=[CH:16][C:11]([C:10]2[C:3]3[C:2]([NH2:1])=[N:7][CH:6]=[N:5][C:4]=3[N:8]([C@H:20]3[CH2:25][CH2:24][C@@H:31]([N:32]4[CH2:37][CH2:36][N:35]([CH3:27])[CH2:34][CH2:33]4)[CH2:22][CH2:21]3)[CH:9]=2)=[CH:12][C:13]=1[O:18][CH3:19]. The yield is 0.430. (9) The reactants are [NH:1]1[C:9]2[C:4](=[CH:5][CH:6]=[CH:7][CH:8]=2)[C:3]([CH:10]=[C:11]2[C:15](=[O:16])[C:14]3[CH:17]=[CH:18][C:19]([O:30][CH3:31])=[C:20](C4C=CCCN4C([O-])=O)[C:13]=3[O:12]2)=[N:2]1.Cl.O1[CH2:38][CH2:37]OCC1. The catalyst is C(Cl)Cl. The yield is 0.960. The product is [NH:1]1[C:9]2[C:4](=[CH:5][CH:6]=[CH:7][CH:8]=2)[C:3](/[CH:10]=[C:11]2\[O:12][C:13]3[C:20]([C:7]4[CH2:8][CH2:9][NH:1][CH2:37][CH:38]=4)=[C:19]([O:30][CH3:31])[CH:18]=[CH:17][C:14]=3[C:15]\2=[O:16])=[N:2]1. (10) The reactants are [F:1][C:2]1[CH:7]=[C:6](I)[CH:5]=[CH:4][C:3]=1[N:9]1[CH:14]=[C:13]([O:15][CH3:16])[C:12](=[O:17])[C:11]([C:18]([N:20]([O:22][CH3:23])[CH3:21])=[O:19])=[N:10]1.[NH:24]1[CH:28]=[CH:27][CH:26]=[N:25]1.C(=NO)C1C(=CC=CC=1)O.C([O-])([O-])=O.[Cs+].[Cs+]. The catalyst is CC#N.O. The product is [F:1][C:2]1[CH:7]=[C:6]([N:24]2[CH:28]=[CH:27][CH:26]=[N:25]2)[CH:5]=[CH:4][C:3]=1[N:9]1[CH:14]=[C:13]([O:15][CH3:16])[C:12](=[O:17])[C:11]([C:18]([N:20]([O:22][CH3:23])[CH3:21])=[O:19])=[N:10]1. The yield is 0.250.